Dataset: Forward reaction prediction with 1.9M reactions from USPTO patents (1976-2016). Task: Predict the product of the given reaction. (1) Given the reactants [H-].[H-].[H-].[H-].[Li+].[Al+3].[O:7]1[CH2:12][CH2:11][CH:10]([CH2:13][C:14](OCC)=[O:15])[CH2:9][CH2:8]1, predict the reaction product. The product is: [O:7]1[CH2:12][CH2:11][CH:10]([CH2:13][CH2:14][OH:15])[CH2:9][CH2:8]1. (2) Given the reactants Br[C:2]1[CH:7]=[CH:6][CH:5]=[CH:4][N:3]=1.[CH2:8]([OH:11])[C:9]#[CH:10], predict the reaction product. The product is: [N:3]1[CH:4]=[CH:5][CH:6]=[CH:7][C:2]=1[CH:10]=[CH:9][CH2:8][OH:11]. (3) The product is: [Cl:23][C:24]1[CH:29]=[C:28]([C:36]2[CH:35]=[C:34]([F:33])[CH:39]=[CH:38][C:37]=2[S:43][CH3:44])[N:27]=[C:26]([S:31][CH3:32])[N:25]=1. Given the reactants FC1C=C(C2N=C(SC)N=C(N3CCOC[C@@H]3C)C=2)C=NC=1.[Cl:23][C:24]1[CH:29]=[C:28](Cl)[N:27]=[C:26]([S:31][CH3:32])[N:25]=1.[F:33][C:34]1[CH:35]=[CH:36][C:37]([S:43][CH3:44])=[C:38](B(O)O)[CH:39]=1, predict the reaction product. (4) Given the reactants C1(CCN2C3C(=CC=CC=3)C(O)(C3C(O)=CC4OCOC=4C=3)C2=O)CC1.[Cl:27][C:28]1[CH:33]=[CH:32][C:31]([C:34]2(O)[C:42]3[C:37](=[CH:38][CH:39]=[CH:40][CH:41]=3)[N:36]([CH2:43][C:44]([O:46][CH3:47])=[O:45])[C:35]2=[O:48])=[C:30]([OH:50])[CH:29]=1, predict the reaction product. The product is: [Cl:27][C:28]1[CH:33]=[CH:32][C:31]([CH:34]2[C:42]3[C:37](=[CH:38][CH:39]=[CH:40][CH:41]=3)[N:36]([CH2:43][C:44]([O:46][CH3:47])=[O:45])[C:35]2=[O:48])=[C:30]([OH:50])[CH:29]=1. (5) Given the reactants [F:1][C:2]1[CH:7]=[CH:6][C:5]([C:8]2[C:9]3[N:16]=[CH:15][N:14]([CH:17]([CH3:19])[CH3:18])[C:10]=3[N:11]=[N:12][CH:13]=2)=[CH:4][CH:3]=1.[Br:20]N1C(C)(C)C(=O)N(Br)C1=O.S([O-])([O-])(=O)=S.[Na+].[Na+].C(=O)([O-])[O-].[K+].[K+], predict the reaction product. The product is: [Br:20][C:3]1[CH:4]=[C:5]([C:8]2[C:9]3[N:16]=[CH:15][N:14]([CH:17]([CH3:19])[CH3:18])[C:10]=3[N:11]=[N:12][CH:13]=2)[CH:6]=[CH:7][C:2]=1[F:1]. (6) Given the reactants [CH2:1]([N:8](CC)[C:9]12[CH2:17][CH2:16][CH:13]([CH2:14][CH2:15]1)[CH2:12][N:11]1[C:18](=[O:36])[C:19]([O:27][C:28]([C:30]3[CH:35]=[CH:34][CH:33]=[CH:32][CH:31]=3)=[O:29])=[C:20]([C:22]([O:24][CH2:25][CH3:26])=[O:23])[N:21]=[C:10]21)[C:2]1C=CC=CC=1.Cl.[H][H], predict the reaction product. The product is: [CH2:1]([NH:8][C:9]12[CH2:17][CH2:16][CH:13]([CH2:14][CH2:15]1)[CH2:12][N:11]1[C:18](=[O:36])[C:19]([O:27][C:28]([C:30]3[CH:35]=[CH:34][CH:33]=[CH:32][CH:31]=3)=[O:29])=[C:20]([C:22]([O:24][CH2:25][CH3:26])=[O:23])[N:21]=[C:10]21)[CH3:2]. (7) Given the reactants C(OC(N1[CH2:13][CH2:12][N:11]([CH2:14][C:15]2[CH:20]=[CH:19][C:18]([C@@H:21]3[O:30][C:25]4=[N:26][CH:27]=[CH:28][CH:29]=[C:24]4[O:23][CH2:22]3)=[CH:17][CH:16]=2)[CH2:10][CH2:9]1)=O)(C)(C)C.N1CC[CH:34]([CH:37]2[CH2:42][CH2:41][CH:40]([C:43]([OH:45])=[O:44])[CH2:39][CH2:38]2)CC1, predict the reaction product. The product is: [O:23]1[C:24]2[C:25](=[N:26][CH:27]=[CH:28][CH:29]=2)[O:30][C@@H:21]([C:18]2[CH:19]=[CH:20][C:15]([CH2:14][N:11]3[CH2:10][CH2:9][CH:34]([CH:37]4[CH2:42][CH2:41][CH:40]([C:43]([OH:45])=[O:44])[CH2:39][CH2:38]4)[CH2:13][CH2:12]3)=[CH:16][CH:17]=2)[CH2:22]1. (8) Given the reactants [I:1][C:2]1[C:10]2[C:5](=[CH:6][CH:7]=[C:8]([C:11]([OH:13])=O)[CH:9]=2)[NH:4][N:3]=1.CN(C(ON1N=N[C:24]2[CH:25]=[CH:26][CH:27]=[CH:28][C:23]1=2)=[N+](C)C)C.[B-](F)(F)(F)F.[CH3:36][CH2:37][N:38](C(C)C)C(C)C.CN([CH:48]=[O:49])C, predict the reaction product. The product is: [OH:49][CH2:48][CH2:36][C@@H:37]([NH:38][C:11]([C:8]1[CH:9]=[C:10]2[C:5](=[CH:6][CH:7]=1)[NH:4][N:3]=[C:2]2[I:1])=[O:13])[C:23]1[CH:24]=[CH:25][CH:26]=[CH:27][CH:28]=1.